This data is from Reaction yield outcomes from USPTO patents with 853,638 reactions. The task is: Predict the reaction yield, written as a fraction of the theoretical maximum amount of product (1.0 means a 100% yield; for example, 0.34 means a 34% yield). (1) The reactants are C1(P(C2C=CC=CC=2)C2C=CC=CC=2)C=CC=CC=1.[Cl:20][CH2:21][CH2:22][CH2:23][OH:24].[Cl:25][C:26]1[C:35]2[C:30](=[CH:31][C:32](O)=[C:33]([O:36][CH3:37])[CH:34]=2)[N:29]=[CH:28][N:27]=1.N(C(OC(C)(C)C)=O)=NC(OC(C)(C)C)=O. The catalyst is ClCCl. The product is [Cl:25][C:26]1[C:35]2[C:30](=[CH:31][C:32]([O:24][CH2:23][CH2:22][CH2:21][Cl:20])=[C:33]([O:36][CH3:37])[CH:34]=2)[N:29]=[CH:28][N:27]=1. The yield is 0.910. (2) The reactants are [Cl:1][C:2]1[CH:7]=[CH:6][C:5]([N:8]([C@H:13]2[C:22]3[C:17](=[CH:18][CH:19]=[CH:20][CH:21]=3)[N:16]([C:23](=[O:31])[C:24]3[CH:29]=[CH:28][C:27]([OH:30])=[CH:26][CH:25]=3)[C@@H:15]([CH3:32])[CH2:14]2)[C:9](=[O:12])[CH2:10]C)=[CH:4][CH:3]=1.C(=O)([O-])[O-].[K+].[K+].[CH3:39][O:40][C:41](=[O:47])[C:42]([CH3:46])([CH3:45])[CH2:43]Br. The catalyst is CN(C=O)C. The product is [CH3:39][O:40][C:41](=[O:47])[C:42]([CH3:46])([CH3:45])[CH2:43][O:30][C:27]1[CH:28]=[CH:29][C:24]([C:23]([N:16]2[C:17]3[C:22](=[CH:21][CH:20]=[CH:19][CH:18]=3)[C@H:13]([N:8]([C:9](=[O:12])[CH3:10])[C:5]3[CH:4]=[CH:3][C:2]([Cl:1])=[CH:7][CH:6]=3)[CH2:14][C@@H:15]2[CH3:32])=[O:31])=[CH:25][CH:26]=1. The yield is 0.0800. (3) The reactants are [CH3:1][C:2]([CH3:21])([CH3:20])[C:3]([N:5]1[CH2:10][CH2:9][C:8]([CH2:17][CH2:18][OH:19])([C:11]2[CH:16]=[CH:15][CH:14]=[CH:13][CH:12]=2)[O:7][CH2:6]1)=[O:4].CS(C)=O.C(N(C(C)C)CC)(C)C. The catalyst is C(Cl)Cl. The product is [CH3:1][C:2]([CH3:21])([CH3:20])[C:3]([N:5]1[CH2:10][CH2:9][C:8]([CH2:17][CH:18]=[O:19])([C:11]2[CH:16]=[CH:15][CH:14]=[CH:13][CH:12]=2)[O:7][CH2:6]1)=[O:4]. The yield is 0.980. (4) The reactants are [CH2:1]([C@H:3]1[C@@H:7]([C:8]2[N:12]3[C:13]4[CH:19]=[CH:18][N:17](S(C5C=CC(C)=CC=5)(=O)=O)[C:14]=4[N:15]=[CH:16][C:11]3=[N:10][N:9]=2)[CH2:6][C:5](=[CH:30][C:31]([O:33][CH2:34][CH3:35])=[O:32])[CH2:4]1)[CH3:2].CCCC[N+](CCCC)(CCCC)CCCC.[F-].CCOC(C)=O. The catalyst is C1COCC1.[Cl-].[Na+].O. The product is [CH2:1]([C@H:3]1[C@@H:7]([C:8]2[N:12]3[C:13]4[CH:19]=[CH:18][NH:17][C:14]=4[N:15]=[CH:16][C:11]3=[N:10][N:9]=2)[CH2:6][C:5](=[CH:30][C:31]([O:33][CH2:34][CH3:35])=[O:32])[CH2:4]1)[CH3:2]. The yield is 1.00.